From a dataset of Experimentally validated miRNA-target interactions with 360,000+ pairs, plus equal number of negative samples. Binary Classification. Given a miRNA mature sequence and a target amino acid sequence, predict their likelihood of interaction. (1) The protein sequence of the target gene is MADSKAKPAKAANKTPPKSPGDPARAAKRLSLESEGANEGATAAPELSALEEAFRRFAVHGDTRATGKEMHGKNWSKLCKDCHVIDGKNVTVTDVDIVFSKIKGKSCRTITFEQFQEALEELAKKRFKDKSSEEAVREVHRLIEGRAPVISGVTKAVSSPTVSRLTDTSKFTGSHKERFDQSGKGKGKAGRVDLVDESGYVPGYKHAGTYDQKVQGGK. Result: 0 (no interaction). The miRNA is hsa-miR-5000-3p with sequence UCAGGACACUUCUGAACUUGGA. (2) The miRNA is mmu-miR-223-3p with sequence UGUCAGUUUGUCAAAUACCCCA. The protein sequence of the target gene is MDLLYGLVWLLTVLLEGISGQGVYAPPTVRIVHSGLACNIEEERYSERVYTIREGETLELTCLVTGHPRPQIRWTKTAGSASDRFQDSSVFNETLRITNIQRHQGGRYYCKAENGLGSPAIKSIRVDVYYLDDPVVTVHQSIGEAKEQFYYERTVFLRCVANSNPPVRYSWRRGQEVLLQGSDKGVEIYEPFFTQGETKILKLKNLRPQDYANYSCIASVRNVCNIPDKMVSFRLSNKTASPSIKLLVDDPIVVNPGEAITLVCVTTGGEPAPSLTWVRSFGTLPEKTVLNGGTLTIPAI.... Result: 0 (no interaction). (3) The miRNA is hsa-miR-4769-3p with sequence UCUGCCAUCCUCCCUCCCCUAC. The protein sequence of the target gene is MTTFKEAVTFKDVAVFFTEEELGLLDPAQRKLYQDVMLENFTNLLSVGHQPFHPFHFLREEKFWMMETATQREGNSGGKTIAEAGPHEDCPCQQIWEQTASDLTQSQDSIINNSHFFEQGDVPSQVEAGLSIIHTGQKPSQNGKCKQSFSDVAIFDPPQQFHSGEKSHTCNECGKSFCYISALRIHQRVHLREKLSKCDMRGKEFSQSSCLQTRERVHTGEKPFKCEQCGKGFRCRAILQVHCKLHTGEKPYICEKCGRAFIHDFQLQKHQIIHTGEKPFKCEICGKSFCLRSSLNRHCM.... Result: 0 (no interaction).